The task is: Predict the reaction yield, written as a fraction of the theoretical maximum amount of product (1.0 means a 100% yield; for example, 0.34 means a 34% yield).. This data is from Reaction yield outcomes from USPTO patents with 853,638 reactions. (1) The reactants are Br[C:2]1[CH:7]=[CH:6][CH:5]=[C:4]([Br:8])[C:3]=1[CH:9]1[O:14]CCCO1.[Li][CH2:16]CCC.CI. The catalyst is C1COCC1. The product is [Br:8][C:4]1[CH:5]=[CH:6][CH:7]=[C:2]([CH3:16])[C:3]=1[CH:9]=[O:14]. The yield is 0.960. (2) The reactants are O[CH2:2][C:3]1[CH:4]=[CH:5][C:6]([NH:9][C@@H:10]2[CH2:15][CH2:14][CH2:13][N:12]([C:16]([O:18][C:19]([CH3:22])([CH3:21])[CH3:20])=[O:17])[CH2:11]2)=[N:7][CH:8]=1.[C:23]([CH:28]=P(C1C=CC=CC=1)(C1C=CC=CC=1)C1C=CC=CC=1)([O:25][CH2:26][CH3:27])=[O:24]. The catalyst is O1CCOCC1.[O-2].[Mn+4].[O-2]. The product is [CH2:26]([O:25][C:23](=[O:24])/[CH:28]=[CH:2]/[C:3]1[CH:4]=[CH:5][C:6]([NH:9][C@@H:10]2[CH2:15][CH2:14][CH2:13][N:12]([C:16]([O:18][C:19]([CH3:22])([CH3:21])[CH3:20])=[O:17])[CH2:11]2)=[N:7][CH:8]=1)[CH3:27]. The yield is 0.890. (3) The reactants are [CH2:1]([NH:3][C:4]([C:6]1[CH:11]=[CH:10][C:9]([N:12]2[C:16](/[CH:17]=[CH:18]/[C:19]3[CH:24]=[CH:23][CH:22]=[CH:21][CH:20]=3)=[C:15]([C:25](O)=[O:26])[N:14]=[N:13]2)=[CH:8][CH:7]=1)=[O:5])[CH3:2].C1C=C[C:31]2N(O)N=[N:34][C:32]=2[CH:33]=1.C1(N)CC1.CCN=C=NCCCN(C)C. The catalyst is C(#N)C.CN(C=O)C.O. The product is [CH:32]1([NH:34][C:25]([C:15]2[N:14]=[N:13][N:12]([C:9]3[CH:10]=[CH:11][C:6]([C:4]([NH:3][CH2:1][CH3:2])=[O:5])=[CH:7][CH:8]=3)[C:16]=2/[CH:17]=[CH:18]/[C:19]2[CH:20]=[CH:21][CH:22]=[CH:23][CH:24]=2)=[O:26])[CH2:33][CH2:31]1. The yield is 0.883. (4) The reactants are [CH3:1][C:2]([CH3:29])([CH3:28])[C:3]([O:5][CH2:6][C:7]1[CH:12]=[CH:11][C:10]([C:13]2[CH:18]=[C:17]([O:19][CH3:20])[CH:16]=[CH:15][C:14]=2[F:21])=[C:9]([C:22]([NH:24][CH:25]([CH3:27])[CH3:26])=O)[CH:8]=1)=[O:4].COC1C=CC(P2(=S)SP(=S)(C3C=CC(OC)=CC=3)S2)=CC=1.O.[CH:53]([NH:55][NH2:56])=O. The catalyst is C1(C)C=CC=CC=1. The product is [CH3:29][C:2]([CH3:1])([CH3:28])[C:3]([O:5][CH2:6][C:7]1[CH:12]=[CH:11][C:10]([C:13]2[CH:18]=[C:17]([O:19][CH3:20])[CH:16]=[CH:15][C:14]=2[F:21])=[C:9]([C:22]2[N:24]([CH:25]([CH3:26])[CH3:27])[CH:53]=[N:55][N:56]=2)[CH:8]=1)=[O:4]. The yield is 0.520. (5) The reactants are Cl[C:2]1[N:11]=[CH:10][C:9]2[N:8]3[CH:12]=[N:13][N:14]=[C:7]3[C@@H:6]([CH2:15][CH3:16])[N:5]([CH:17]3[CH2:21][CH2:20][CH2:19][CH2:18]3)[C:4]=2[N:3]=1.[CH3:22][NH2:23].C(O)(C(F)(F)F)=O.C(=O)([O-])[O-]. The catalyst is C(O)C.C(#N)C.O. The product is [CH:17]1([N:5]2[C:4]3[N:3]=[C:2]([NH:23][CH3:22])[N:11]=[CH:10][C:9]=3[N:8]3[CH:12]=[N:13][N:14]=[C:7]3[C@H:6]2[CH2:15][CH3:16])[CH2:21][CH2:20][CH2:19][CH2:18]1. The yield is 0.610. (6) The catalyst is C(O)(=O)C.[Zn]. The yield is 0.870. The reactants are [C:1]([O:5][C:6]([N:8]1[CH2:13][CH2:12][CH:11]([O:14][C:15]2[CH:20]=[CH:19][C:18]([N+:21]([O-])=O)=[CH:17][C:16]=2[Cl:24])[CH2:10][CH2:9]1)=[O:7])([CH3:4])([CH3:3])[CH3:2]. The product is [C:1]([O:5][C:6]([N:8]1[CH2:9][CH2:10][CH:11]([O:14][C:15]2[CH:20]=[CH:19][C:18]([NH2:21])=[CH:17][C:16]=2[Cl:24])[CH2:12][CH2:13]1)=[O:7])([CH3:4])([CH3:2])[CH3:3]. (7) The reactants are [CH2:1]([O:4][N:5]([C@H:18]1[CH2:23][N:22](C(OC(C)(C)C)=O)[C@H:21]([C:31]([O:33][CH3:34])=[O:32])[CH:20]=[C:19]1[CH3:35])[S:6]([C:9]1[CH:14]=[CH:13][CH:12]=[CH:11][C:10]=1[N+:15]([O-:17])=[O:16])(=[O:8])=[O:7])[CH:2]=[CH2:3]. The catalyst is C(Cl)Cl.[Br-].[Zn+2].[Br-]. The product is [CH2:1]([O:4][N:5]([C@H:18]1[CH2:23][NH:22][C@H:21]([C:31]([O:33][CH3:34])=[O:32])[CH:20]=[C:19]1[CH3:35])[S:6]([C:9]1[CH:14]=[CH:13][CH:12]=[CH:11][C:10]=1[N+:15]([O-:17])=[O:16])(=[O:8])=[O:7])[CH:2]=[CH2:3]. The yield is 1.00.